From a dataset of Full USPTO retrosynthesis dataset with 1.9M reactions from patents (1976-2016). Predict the reactants needed to synthesize the given product. (1) Given the product [CH:37]1([CH2:36][O:1][C:2]2[CH:28]=[CH:27][C:5]3[N:6]=[C:7]([N:9]4[CH2:10][CH2:11][CH:12]([O:15][CH2:16][C@@H:17]([NH:19][C:20](=[O:26])[O:21][C:22]([CH3:24])([CH3:23])[CH3:25])[CH3:18])[CH2:13][CH2:14]4)[O:8][C:4]=3[CH:3]=2)[CH2:40][CH2:39][CH2:38]1, predict the reactants needed to synthesize it. The reactants are: [OH:1][C:2]1[CH:28]=[CH:27][C:5]2[N:6]=[C:7]([N:9]3[CH2:14][CH2:13][CH:12]([O:15][CH2:16][C@@H:17]([NH:19][C:20](=[O:26])[O:21][C:22]([CH3:25])([CH3:24])[CH3:23])[CH3:18])[CH2:11][CH2:10]3)[O:8][C:4]=2[CH:3]=1.C(=O)([O-])[O-].[K+].[K+].I[CH2:36][CH:37]1[CH2:40][CH2:39][CH2:38]1. (2) Given the product [CH3:26][N:27]([CH3:28])[C:6]1[C:5]2[C:10](=[CH:11][C:2]([F:1])=[C:3]([CH:23]([CH3:25])[CH3:24])[CH:4]=2)[N:9]=[C:8]([N:12]2[CH:16]=[C:15]([C:17]([OH:19])=[O:18])[CH:14]=[N:13]2)[N:7]=1, predict the reactants needed to synthesize it. The reactants are: [F:1][C:2]1[CH:11]=[C:10]2[C:5]([C:6](=O)[NH:7][C:8]([N:12]3[CH:16]=[C:15]([C:17]([O:19]CC)=[O:18])[CH:14]=[N:13]3)=[N:9]2)=[CH:4][C:3]=1[CH:23]([CH3:25])[CH3:24].[CH3:26][NH:27][CH3:28].